From a dataset of Full USPTO retrosynthesis dataset with 1.9M reactions from patents (1976-2016). Predict the reactants needed to synthesize the given product. (1) Given the product [CH3:14][N:15]1[C:4](=[O:6])[C:3]2[C:2](=[CH:10][CH:9]=[C:8]([N+:11]([O-:13])=[O:12])[CH:7]=2)[N:1]=[C:29]1[C:28]1[CH:31]=[CH:32][CH:33]=[C:26]([O:25][CH2:24][CH2:23][CH2:22][N:16]2[CH2:21][CH2:20][CH2:19][CH2:18][CH2:17]2)[CH:27]=1, predict the reactants needed to synthesize it. The reactants are: [NH2:1][C:2]1[CH:10]=[CH:9][C:8]([N+:11]([O-:13])=[O:12])=[CH:7][C:3]=1[C:4]([OH:6])=O.[CH3:14][NH2:15].[N:16]1([CH2:22][CH2:23][CH2:24][O:25][C:26]2[CH:27]=[C:28]([CH:31]=[CH:32][CH:33]=2)[CH:29]=O)[CH2:21][CH2:20][CH2:19][CH2:18][CH2:17]1. (2) Given the product [Cl:1][C:2]1[CH:3]=[C:4]([F:25])[C:5]([N:20]2[CH:21]=[CH:22][CH:23]=[CH:24]2)=[C:6]([C:8]([C:10]2[CH:15]=[CH:14][CH:13]=[C:12]([O:16][CH3:17])[C:11]=2[O:18][CH3:19])=[O:9])[CH:7]=1, predict the reactants needed to synthesize it. The reactants are: [Cl:1][C:2]1[CH:3]=[C:4]([F:25])[C:5]([N:20]2[CH:24]=[CH:23][CH:22]=[CH:21]2)=[C:6]([CH:8]([C:10]2[CH:15]=[CH:14][CH:13]=[C:12]([O:16][CH3:17])[C:11]=2[O:18][CH3:19])[OH:9])[CH:7]=1.[O-2].[Mg+2].